From a dataset of Forward reaction prediction with 1.9M reactions from USPTO patents (1976-2016). Predict the product of the given reaction. (1) Given the reactants [Cl:1][C:2]1[C:7]2[CH:8]=[CH:9][NH:10][C:6]=2[C:5]([C:11]([O:13][CH2:14][CH3:15])=[O:12])=[CH:4][N:3]=1.[H-].[Na+].[CH2:18](I)[CH3:19], predict the reaction product. The product is: [Cl:1][C:2]1[C:7]2[CH:8]=[CH:9][N:10]([CH2:18][CH3:19])[C:6]=2[C:5]([C:11]([O:13][CH2:14][CH3:15])=[O:12])=[CH:4][N:3]=1. (2) Given the reactants [NH3:1].[Cl:2][CH2:3][C:4]1[CH:12]=[CH:11][C:7]([C:8](Cl)=[O:9])=[CH:6][CH:5]=1, predict the reaction product. The product is: [Cl:2][CH2:3][C:4]1[CH:12]=[CH:11][C:7]([C:8]([NH2:1])=[O:9])=[CH:6][CH:5]=1. (3) Given the reactants [I:1][C:2]1[CH:3]=[C:4]2[C:9](=[CH:10][CH:11]=1)[N:8]([C@@H:12]1[CH2:16][CH2:15][NH:14][CH2:13]1)[CH:7]=[C:6]([C:17]([O:19][CH2:20][CH3:21])=[O:18])[C:5]2=[O:22].IC.[C:25](=O)([O-])[O-].[K+].[K+], predict the reaction product. The product is: [I:1][C:2]1[CH:3]=[C:4]2[C:9](=[CH:10][CH:11]=1)[N:8]([C@@H:12]1[CH2:16][CH2:15][N:14]([CH3:25])[CH2:13]1)[CH:7]=[C:6]([C:17]([O:19][CH2:20][CH3:21])=[O:18])[C:5]2=[O:22]. (4) Given the reactants C(N(C(C)C)CC)(C)C.[NH2:10][C:11]1[CH:26]=[CH:25][C:24]([Cl:27])=[CH:23][C:12]=1[C:13]([NH:15][CH2:16][CH:17]1[CH2:22][CH2:21][CH2:20][CH2:19][CH2:18]1)=[O:14].[N:28]1[C:37]2[C:32](=[CH:33][CH:34]=[CH:35][CH:36]=2)[C:31]([C:38](O)=[O:39])=[CH:30][N:29]=1.CN(C(ON1N=NC2C=CC=NC1=2)=[N+](C)C)C.F[P-](F)(F)(F)(F)F, predict the reaction product. The product is: [Cl:27][C:24]1[CH:25]=[CH:26][C:11]([NH:10][C:38]([C:31]2[C:32]3[C:37](=[CH:36][CH:35]=[CH:34][CH:33]=3)[N:28]=[N:29][CH:30]=2)=[O:39])=[C:12]([C:13]([NH:15][CH2:16][CH:17]2[CH2:22][CH2:21][CH2:20][CH2:19][CH2:18]2)=[O:14])[CH:23]=1. (5) Given the reactants [C:1]([O:5][C:6](=[O:30])[CH2:7][CH2:8][N:9]([C:23]([O:25][C:26]([CH3:29])([CH3:28])[CH3:27])=[O:24])[CH2:10][C:11]([N:13]1[C:21]2[C:16](=[CH:17][C:18]([OH:22])=[CH:19][CH:20]=2)[CH2:15][CH2:14]1)=[O:12])([CH3:4])([CH3:3])[CH3:2].Cl[CH2:32][C:33]1[CH:38]=[CH:37][C:36]([CH2:39][CH:40]([CH3:42])[CH3:41])=[C:35]([O:43][C:44]([F:47])([F:46])[F:45])[CH:34]=1.C(=O)([O-])[O-].[K+].[K+], predict the reaction product. The product is: [C:1]([O:5][C:6](=[O:30])[CH2:7][CH2:8][N:9]([C:23]([O:25][C:26]([CH3:29])([CH3:28])[CH3:27])=[O:24])[CH2:10][C:11]([N:13]1[C:21]2[C:16](=[CH:17][C:18]([O:22][CH2:32][C:33]3[CH:38]=[CH:37][C:36]([CH2:39][CH:40]([CH3:42])[CH3:41])=[C:35]([O:43][C:44]([F:45])([F:46])[F:47])[CH:34]=3)=[CH:19][CH:20]=2)[CH2:15][CH2:14]1)=[O:12])([CH3:4])([CH3:3])[CH3:2].